This data is from Catalyst prediction with 721,799 reactions and 888 catalyst types from USPTO. The task is: Predict which catalyst facilitates the given reaction. (1) Product: [S:32]=[C:18]1[NH:17][C:4]2=[CH:3][C:2](=[O:1])[NH:6][CH:5]2[C:7](=[O:8])[N:19]1[C:20]1[CH:21]=[CH:22][C:23]([O:26][CH2:27][C:28]([F:31])([F:30])[F:29])=[CH:24][CH:25]=1. Reactant: [O:1]=[C:2]1[NH:6][C:5](C(OCC)=O)([C:7](OCC)=[O:8])[C:4]([NH:17][C:18](=[S:32])[NH:19][C:20]2[CH:25]=[CH:24][C:23]([O:26][CH2:27][C:28]([F:31])([F:30])[F:29])=[CH:22][CH:21]=2)=[CH:3]1.[OH-].[Na+].Cl. The catalyst class is: 10. (2) Reactant: C([O:8][CH2:9][CH2:10][CH2:11][N:12]1[C:21](=[O:22])[C:20]2[C:15](=[CH:16][CH:17]=[C:18]([O:31]C)[C:19]=2[CH2:23][C:24]2[CH:29]=[CH:28][C:27]([Cl:30])=[CH:26][CH:25]=2)[N:14]([CH3:33])[C:13]1=[O:34])C1C=CC=CC=1.B(Br)(Br)Br.C([O-])([O-])=O.[Na+].[Na+]. Product: [Cl:30][C:27]1[CH:26]=[CH:25][C:24]([CH2:23][C:19]2[C:18]([OH:31])=[CH:17][CH:16]=[C:15]3[C:20]=2[C:21](=[O:22])[N:12]([CH2:11][CH2:10][CH2:9][OH:8])[C:13](=[O:34])[N:14]3[CH3:33])=[CH:29][CH:28]=1. The catalyst class is: 34.